Dataset: Full USPTO retrosynthesis dataset with 1.9M reactions from patents (1976-2016). Task: Predict the reactants needed to synthesize the given product. (1) Given the product [Br:19][C:20]1[CH:26]=[CH:25][C:23]([NH:24][C:2]2[CH:7]=[C:6]([C:8]3[CH:13]=[C:12]([Cl:14])[CH:11]=[CH:10][C:9]=3[O:15][CH3:16])[N:5]=[C:4]([NH2:17])[N:3]=2)=[CH:22][CH:21]=1, predict the reactants needed to synthesize it. The reactants are: Cl[C:2]1[CH:7]=[C:6]([C:8]2[CH:13]=[C:12]([Cl:14])[CH:11]=[CH:10][C:9]=2[O:15][CH3:16])[N:5]=[C:4]([NH2:17])[N:3]=1.Cl.[Br:19][C:20]1[CH:26]=[CH:25][C:23]([NH2:24])=[CH:22][CH:21]=1. (2) Given the product [OH:1][CH2:2][CH2:3][CH2:4][CH2:5][C:6]1[C:14]2[C:9](=[CH:10][CH:11]=[C:12]([C:15]#[N:16])[CH:13]=2)[N:8]([S:17]([C:20]2[CH:21]=[CH:22][C:23]([CH3:24])=[CH:25][CH:26]=2)(=[O:19])=[O:18])[CH:7]=1, predict the reactants needed to synthesize it. The reactants are: [OH:1][CH2:2][CH2:3][C:4]#[C:5][C:6]1[C:14]2[C:9](=[CH:10][CH:11]=[C:12]([C:15]#[N:16])[CH:13]=2)[N:8]([S:17]([C:20]2[CH:26]=[CH:25][C:23]([CH3:24])=[CH:22][CH:21]=2)(=[O:19])=[O:18])[CH:7]=1. (3) Given the product [CH3:11][Si:12]([CH3:27])([CH2:21][CH2:22][Si:23]([CH3:26])([CH3:25])[CH3:24])[CH2:13][CH2:14][CH2:15][O:16][CH2:17][CH:18]([OH:19])[CH2:20][NH:10][CH2:9][CH2:8][O:7][CH2:6][CH2:5][O:4][CH2:3][CH2:2][OH:30], predict the reactants needed to synthesize it. The reactants are: N[CH2:2][CH2:3][O:4][CH2:5][CH2:6][O:7][CH2:8][CH2:9][NH2:10].[CH3:11][Si:12]([CH3:27])([CH2:21][CH2:22][Si:23]([CH3:26])([CH3:25])[CH3:24])[CH2:13][CH2:14][CH2:15][O:16][CH2:17][CH:18]1[CH2:20][O:19]1.C([OH:30])C. (4) The reactants are: FC(F)(F)S(O[C:7]1[CH2:8][CH2:9][O:10][CH2:11][CH:12]=1)(=O)=O.[CH3:15][C:16]1([CH3:32])[C:20]([CH3:22])([CH3:21])[O:19][B:18]([B:18]2[O:19][C:20]([CH3:22])([CH3:21])[C:16]([CH3:32])([CH3:15])[O:17]2)[O:17]1.C([O-])(=O)C.[K+].O. Given the product [O:10]1[CH2:11][CH:12]=[C:7]([B:18]2[O:19][C:20]([CH3:22])([CH3:21])[C:16]([CH3:32])([CH3:15])[O:17]2)[CH2:8][CH2:9]1, predict the reactants needed to synthesize it. (5) Given the product [F:22][C:23]1[CH:29]=[CH:28][CH:27]=[C:26]([F:30])[C:24]=1[NH:25][C:17]([C:4]1[S:5][C:6]([C:7]2[CH:12]=[CH:11][CH:10]=[C:9]([C:13]([F:14])([F:15])[F:16])[CH:8]=2)=[C:2]([CH3:1])[N:3]=1)=[O:19], predict the reactants needed to synthesize it. The reactants are: [CH3:1][C:2]1[N:3]=[C:4]([C:17]([O:19]CC)=O)[S:5][C:6]=1[C:7]1[CH:12]=[CH:11][CH:10]=[C:9]([C:13]([F:16])([F:15])[F:14])[CH:8]=1.[F:22][C:23]1[CH:29]=[CH:28][CH:27]=[C:26]([F:30])[C:24]=1[NH2:25].[Al](C)(C)C. (6) Given the product [CH3:25][N:20]1[C:21]2[C:17](=[C:16]([NH:15][C:9]([NH:8][CH2:7][C:6]3[CH:11]=[CH:12][C:3]([C:2]([F:13])([F:14])[F:1])=[CH:4][CH:5]=3)=[O:10])[CH:24]=[CH:23][CH:22]=2)[CH2:18][C:19]1=[O:26], predict the reactants needed to synthesize it. The reactants are: [F:1][C:2]([F:14])([F:13])[C:3]1[CH:12]=[CH:11][C:6]([CH2:7][N:8]=[C:9]=[O:10])=[CH:5][CH:4]=1.[NH2:15][C:16]1[CH:24]=[CH:23][CH:22]=[C:21]2[C:17]=1[CH2:18][C:19](=[O:26])[N:20]2[CH3:25].